Task: Predict the reactants needed to synthesize the given product.. Dataset: Full USPTO retrosynthesis dataset with 1.9M reactions from patents (1976-2016) (1) Given the product [C:19]1([C:29]2[CH:34]=[CH:33][CH:32]=[CH:31][CH:30]=2)[CH:24]=[CH:23][C:22]([S:25]([N:8]2[CH2:12][C:11](=[N:13][O:14][CH3:15])[CH2:10][C@H:9]2[C:16]([NH:35][C@@H:36]2[CH2:41][CH2:40][CH2:39][CH2:38][C@@H:37]2[CH2:42][OH:43])=[O:18])(=[O:27])=[O:26])=[CH:21][CH:20]=1, predict the reactants needed to synthesize it. The reactants are: C(OC([N:8]1[CH2:12][C:11](=[N:13][O:14][CH3:15])[CH2:10][C@H:9]1[C:16]([OH:18])=O)=O)(C)(C)C.[C:19]1([C:29]2[CH:34]=[CH:33][CH:32]=[CH:31][CH:30]=2)[CH:24]=[CH:23][C:22]([S:25](Cl)(=[O:27])=[O:26])=[CH:21][CH:20]=1.[NH2:35][C@@H:36]1[CH2:41][CH2:40][CH2:39][CH2:38][C@@H:37]1[CH2:42][OH:43]. (2) Given the product [ClH:1].[Cl:23][C:24]1[CH:29]=[C:28]([C:2]2[N:3]=[C:4]3[C:9](=[CH:10][CH:11]=2)[N:8]=[CH:7][C:6]([C:12](=[O:14])[CH3:13])=[C:5]3[NH:15][C@H:16]2[CH2:21][CH2:20][C@H:19]([OH:22])[CH2:18][CH2:17]2)[CH:27]=[C:26]([Cl:39])[C:25]=1[OH:40], predict the reactants needed to synthesize it. The reactants are: [Cl:1][C:2]1[N:3]=[C:4]2[C:9](=[CH:10][CH:11]=1)[N:8]=[CH:7][C:6]([C:12](=[O:14])[CH3:13])=[C:5]2[NH:15][C@H:16]1[CH2:21][CH2:20][C@H:19]([OH:22])[CH2:18][CH2:17]1.[Cl:23][C:24]1[CH:29]=[C:28](B2OC(C)(C)C(C)(C)O2)[CH:27]=[C:26]([Cl:39])[C:25]=1[OH:40]. (3) The reactants are: [N:1]1([CH2:7][CH2:8][NH:9][C:10]2[CH:15]=[CH:14][C:13]([CH2:16][C:17]([O:19]CC)=[O:18])=[CH:12][CH:11]=2)[CH2:6][CH2:5][O:4][CH2:3][CH2:2]1.[OH-].[Na+:23]. Given the product [N:1]1([CH2:7][CH2:8][NH:9][C:10]2[CH:15]=[CH:14][C:13]([CH2:16][C:17]([O-:19])=[O:18])=[CH:12][CH:11]=2)[CH2:6][CH2:5][O:4][CH2:3][CH2:2]1.[Na+:23], predict the reactants needed to synthesize it. (4) Given the product [S:39](=[O:41])(=[O:40])([O:31][CH2:30][C@@H:22]1[CH2:21][C@@H:20]([N:17]2[C:13]3[N:14]=[CH:15][N:16]=[C:11]([NH:10][C@@H:1]4[C:9]5[C:4](=[CH:5][CH:6]=[CH:7][CH:8]=5)[CH2:3][CH2:2]4)[C:12]=3[CH:19]=[CH:18]2)[C@H:24]([OH:25])[C@@H:23]1[OH:27])[NH2:42], predict the reactants needed to synthesize it. The reactants are: [C@@H:1]1([NH:10][C:11]2[C:12]3[CH:19]=[CH:18][N:17]([C@H:20]4[C@@H:24]5[O:25]C(C)(C)[O:27][C@@H:23]5[C@H:22]([CH2:30][OH:31])[CH2:21]4)[C:13]=3[N:14]=[CH:15][N:16]=2)[C:9]2[C:4](=[CH:5][CH:6]=[CH:7][CH:8]=2)[CH2:3][CH2:2]1.N1C=CC=CC=1.Cl[S:39]([NH2:42])(=[O:41])=[O:40]. (5) Given the product [C:1]([O:5][C:6](=[O:42])[N:7]([C:15]1[S:16][C:17]([CH2:21][C:22]2[C:30]3[C:25](=[N:26][CH:27]=[CH:28][CH:29]=3)[NH:24][CH:23]=2)=[C:18]([Cl:20])[N:19]=1)[CH2:8][C:9]1[CH:14]=[CH:13][N:12]=[CH:11][CH:10]=1)([CH3:4])([CH3:2])[CH3:3], predict the reactants needed to synthesize it. The reactants are: [C:1]([O:5][C:6](=[O:42])[N:7]([C:15]1[S:16][C:17]([CH:21](O)[C:22]2[C:30]3[C:25](=[N:26][CH:27]=[CH:28][CH:29]=3)[N:24]([Si](C(C)C)(C(C)C)C(C)C)[CH:23]=2)=[C:18]([Cl:20])[N:19]=1)[CH2:8][C:9]1[CH:14]=[CH:13][N:12]=[CH:11][CH:10]=1)([CH3:4])([CH3:3])[CH3:2].C([SiH](CC)CC)C.FC(F)(F)C(O)=O.